This data is from Forward reaction prediction with 1.9M reactions from USPTO patents (1976-2016). The task is: Predict the product of the given reaction. (1) The product is: [Cl:1][C:2]1[C:10]([C:11]#[N:12])=[CH:9][CH:8]=[C:7]2[C:3]=1[CH:4]=[C:5]([CH3:13])[N:6]2[CH2:15][C:16]1[N:20]=[C:19]([C:21]2[CH:26]=[C:25]([F:27])[CH:24]=[C:23]([F:28])[CH:22]=2)[O:18][N:17]=1. Given the reactants [Cl:1][C:2]1[C:10]([C:11]#[N:12])=[CH:9][CH:8]=[C:7]2[C:3]=1[CH:4]=[C:5]([CH3:13])[NH:6]2.Cl[CH2:15][C:16]1[N:20]=[C:19]([C:21]2[CH:26]=[C:25]([F:27])[CH:24]=[C:23]([F:28])[CH:22]=2)[O:18][N:17]=1, predict the reaction product. (2) Given the reactants O[CH2:2][C:3]1[C:21]([N+:22]([O-:24])=[O:23])=[CH:20][CH:19]=[CH:18][C:4]=1[C:5]([C:7]1[N:8]=[CH:9][N:10]([S:12]([N:15]([CH3:17])[CH3:16])(=[O:14])=[O:13])[CH:11]=1)=[O:6].C([SiH](CC)CC)C, predict the reaction product. The product is: [CH3:17][N:15]([CH3:16])[S:12]([N:10]1[CH:11]=[C:7]([CH:5]2[C:4]3[CH:18]=[CH:19][CH:20]=[C:21]([N+:22]([O-:24])=[O:23])[C:3]=3[CH2:2][O:6]2)[N:8]=[CH:9]1)(=[O:14])=[O:13]. (3) Given the reactants [Cl:1][C:2]1[C:3]2[CH:4]3[NH:14][CH:7]([CH2:8][C:9]=2[CH:10]=[CH:11][C:12]=1[NH2:13])[CH2:6][CH2:5]3.Cl[C:16]1[N:21]=[C:20]([NH:22][C:23]2[CH:32]=[CH:31][CH:30]=[CH:29][C:24]=2[C:25]([NH:27][CH3:28])=[O:26])[C:19]([Cl:33])=[CH:18][N:17]=1, predict the reaction product. The product is: [Cl:33][C:19]1[C:20]([NH:22][C:23]2[CH:32]=[CH:31][CH:30]=[CH:29][C:24]=2[C:25]([NH:27][CH3:28])=[O:26])=[N:21][C:16]([NH:13][C:12]2[CH:11]=[CH:10][C:9]3[CH2:8][CH:7]4[NH:14][CH:4]([CH2:5][CH2:6]4)[C:3]=3[C:2]=2[Cl:1])=[N:17][CH:18]=1. (4) Given the reactants Cl.Cl[C:3]1[N:4]=[CH:5][C:6]2[N:12]([CH3:13])[C:11](=[O:14])[C:10]3([CH2:16][CH2:15]3)[CH2:9][N:8]([C@@H:17]3[CH2:21][CH2:20][C:19]([F:23])([F:22])[CH2:18]3)[C:7]=2[N:24]=1.[NH2:25][C:26]1[CH:37]=[CH:36][C:29]([C:30]([NH:32][CH:33]2[CH2:35][CH2:34]2)=[O:31])=[CH:28][C:27]=1[O:38][CH3:39], predict the reaction product. The product is: [CH:33]1([NH:32][C:30](=[O:31])[C:29]2[CH:36]=[CH:37][C:26]([NH:25][C:3]3[N:4]=[CH:5][C:6]4[N:12]([CH3:13])[C:11](=[O:14])[C:10]5([CH2:15][CH2:16]5)[CH2:9][N:8]([C@@H:17]5[CH2:21][CH2:20][C:19]([F:22])([F:23])[CH2:18]5)[C:7]=4[N:24]=3)=[C:27]([O:38][CH3:39])[CH:28]=2)[CH2:34][CH2:35]1. (5) Given the reactants Cl[C:2]1[C:3]2[N:10]([CH3:11])[C:9]([C:12]3[O:13][CH:14]=[CH:15][CH:16]=3)=[CH:8][C:4]=2[N:5]=[CH:6][N:7]=1.[NH2:17][C:18]1[CH:23]=[CH:22][C:21]([OH:24])=[CH:20][C:19]=1[Cl:25].C(=O)([O-])[O-].[K+].[K+].CN1CCCC1=O, predict the reaction product. The product is: [Cl:25][C:19]1[CH:20]=[C:21]([O:24][C:2]2[C:3]3[N:10]([CH3:11])[C:9]([C:12]4[O:13][CH:14]=[CH:15][CH:16]=4)=[CH:8][C:4]=3[N:5]=[CH:6][N:7]=2)[CH:22]=[CH:23][C:18]=1[NH2:17]. (6) Given the reactants [Br:1][C:2]1[CH:3]=[C:4]([C@@H:8]2[CH2:10][C@H:9]2[C:11]([O:13]CC)=[O:12])[CH:5]=[CH:6][CH:7]=1.[OH-].[K+].O, predict the reaction product. The product is: [Br:1][C:2]1[CH:3]=[C:4]([C@@H:8]2[CH2:10][C@H:9]2[C:11]([OH:13])=[O:12])[CH:5]=[CH:6][CH:7]=1. (7) Given the reactants [F:1][C:2]1[CH:7]=[CH:6][CH:5]=[CH:4][C:3]=1[O:8][C:9]([F:12])([F:11])[F:10].[Li]CCCC.CN(CCN(C)C)C.[I:26]I, predict the reaction product. The product is: [F:1][C:2]1[C:3]([O:8][C:9]([F:11])([F:10])[F:12])=[CH:4][CH:5]=[CH:6][C:7]=1[I:26]. (8) Given the reactants Br[CH2:2][C:3]([C:5]1[C:10]([CH3:11])=[CH:9][C:8]([O:12][CH:13]([CH3:15])[CH3:14])=[CH:7][C:6]=1[CH3:16])=O.[NH2:17][C:18]([NH2:20])=[S:19], predict the reaction product. The product is: [CH:13]([O:12][C:8]1[CH:9]=[C:10]([CH3:11])[C:5]([C:3]2[N:17]=[C:18]([NH2:20])[S:19][CH:2]=2)=[C:6]([CH3:16])[CH:7]=1)([CH3:15])[CH3:14]. (9) Given the reactants Br[C:2]1[CH:3]=[N:4][C:5]2[N:6]([N:8]=[C:9]([C:11]([CH3:14])([CH3:13])[CH3:12])[CH:10]=2)[CH:7]=1.[C:15]([C:17]1[CH:22]=[CH:21][CH:20]=[C:19]([O:23][CH3:24])[CH:18]=1)#[CH:16], predict the reaction product. The product is: [C:11]([C:9]1[CH:10]=[C:5]2[N:4]=[CH:3][C:2]([C:16]#[C:15][C:17]3[CH:22]=[CH:21][CH:20]=[C:19]([O:23][CH3:24])[CH:18]=3)=[CH:7][N:6]2[N:8]=1)([CH3:14])([CH3:13])[CH3:12]. (10) Given the reactants [CH3:1][N:2]([CH3:11])[CH2:3][CH2:4][NH:5][CH2:6][C:7]([CH3:10])([NH2:9])[CH3:8].C1N=CN([C:17](N2C=NC=C2)=[O:18])C=1.CO, predict the reaction product. The product is: [CH3:11][N:2]([CH3:1])[CH2:3][CH2:4][N:5]1[CH2:6][C:7]([CH3:8])([CH3:10])[NH:9][C:17]1=[O:18].